This data is from Full USPTO retrosynthesis dataset with 1.9M reactions from patents (1976-2016). The task is: Predict the reactants needed to synthesize the given product. (1) The reactants are: [Cl:1][C:2]1[C:3]([N:12]2[CH:16]=[C:15]([CH2:17][CH2:18][CH2:19][OH:20])[C:14]([CH:21]([CH3:23])[CH3:22])=[N:13]2)=[N:4][CH:5]=[C:6]([C:8]([F:11])([F:10])[F:9])[CH:7]=1.[CH2:24]([C:26]1[C:27](O)=[C:28]([CH2:32][C:33]([O:35][CH3:36])=[O:34])[CH:29]=[CH:30][CH:31]=1)[CH3:25].C(P(CCCC)CCCC)CCC.N(C(N1CCCCC1)=O)=NC(N1CCCCC1)=O. Given the product [Cl:1][C:2]1[C:3]([N:12]2[CH:16]=[C:15]([CH2:17][CH2:18][CH2:19][O:20][C:27]3[C:26]([CH2:24][CH3:25])=[CH:31][CH:30]=[CH:29][C:28]=3[CH2:32][C:33]([O:35][CH3:36])=[O:34])[C:14]([CH:21]([CH3:23])[CH3:22])=[N:13]2)=[N:4][CH:5]=[C:6]([C:8]([F:10])([F:11])[F:9])[CH:7]=1, predict the reactants needed to synthesize it. (2) Given the product [CH3:1][O:2][C:3]1[CH:8]=[C:7]([N:9]2[C:10](=[O:25])[NH:11][CH:12]3[CH:14]2[CH2:13]3)[CH:6]=[CH:5][N:4]=1, predict the reactants needed to synthesize it. The reactants are: [CH3:1][O:2][C:3]1[CH:8]=[C:7]([N:9]2[CH:14]3[CH:12]([CH2:13]3)[N:11](C(OCC3C=CC=CC=3)=O)[C:10]2=[O:25])[CH:6]=[CH:5][N:4]=1.Cl.